This data is from Catalyst prediction with 721,799 reactions and 888 catalyst types from USPTO. The task is: Predict which catalyst facilitates the given reaction. (1) Reactant: C([Li])CCC.[O:6]1CCCC1.Cl[C:12]1[N:17]=[C:16]([O:18][CH2:19][C:20]2[CH:25]=[CH:24][C:23]([F:26])=[CH:22][CH:21]=2)[CH:15]=[CH:14][N:13]=1. Product: [F:26][C:23]1[CH:24]=[CH:25][C:20]([CH2:19][O:18][C:16]2[CH:15]=[CH:14][NH:13][C:12](=[O:6])[N:17]=2)=[CH:21][CH:22]=1. The catalyst class is: 84. (2) The catalyst class is: 12. Product: [ClH:3].[ClH:3].[NH2:5][C:6]1[C:34]([CH3:35])=[CH:33][C:9]([O:10][C:11]2[CH:12]=[CH:13][C:14]3[N:18]=[C:17]([CH2:19][O:20][C:21]4[CH:22]=[C:23]([CH:28]=[CH:29][CH:30]=4)[C:24]([OH:26])=[O:25])[N:16]([CH3:31])[C:15]=3[CH:32]=2)=[CH:8][C:7]=1[CH3:36]. Reactant: [OH-].[Na+].[ClH:3].Cl.[NH2:5][C:6]1[C:34]([CH3:35])=[CH:33][C:9]([O:10][C:11]2[CH:12]=[CH:13][C:14]3[N:18]=[C:17]([CH2:19][O:20][C:21]4[CH:22]=[C:23]([CH:28]=[CH:29][CH:30]=4)[C:24]([O:26]C)=[O:25])[N:16]([CH3:31])[C:15]=3[CH:32]=2)=[CH:8][C:7]=1[CH3:36].Cl. (3) The catalyst class is: 256. Product: [CH3:3][CH:2]([C:4]1[C:13]2[O:12][CH2:11][CH2:10][N:9]([C:14]([O:16][C:17]([CH3:19])([CH3:18])[CH3:20])=[O:15])[CH2:8][C:7]=2[S:6][CH:5]=1)[CH3:1]. Reactant: [CH3:1][C:2]([C:4]1[C:13]2[O:12][CH2:11][CH2:10][N:9]([C:14]([O:16][C:17]([CH3:20])([CH3:19])[CH3:18])=[O:15])[CH2:8][C:7]=2[S:6][CH:5]=1)=[CH2:3].